This data is from Catalyst prediction with 721,799 reactions and 888 catalyst types from USPTO. The task is: Predict which catalyst facilitates the given reaction. (1) Reactant: I[C:2]1[N:3]=[CH:4][N:5]([C:7]([C:20]2[CH:25]=[CH:24][CH:23]=[CH:22][CH:21]=2)([C:14]2[CH:19]=[CH:18][CH:17]=[CH:16][CH:15]=2)[C:8]2[CH:13]=[CH:12][CH:11]=[CH:10][CH:9]=2)[CH:6]=1.C([Mg]Br)C.[F:30][C:31]1[CH:38]=[C:37]([CH:39]=[O:40])[CH:36]=[CH:35][C:32]=1[C:33]#[N:34]. Product: [F:30][C:31]1[CH:38]=[C:37]([CH:39]([OH:40])[C:2]2[N:3]=[CH:4][N:5]([C:7]([C:8]3[CH:13]=[CH:12][CH:11]=[CH:10][CH:9]=3)([C:20]3[CH:21]=[CH:22][CH:23]=[CH:24][CH:25]=3)[C:14]3[CH:15]=[CH:16][CH:17]=[CH:18][CH:19]=3)[CH:6]=2)[CH:36]=[CH:35][C:32]=1[C:33]#[N:34]. The catalyst class is: 2. (2) Reactant: Br[C:2]1[N:6]([CH3:7])[C:5]([C:8]([O:10][CH3:11])=[O:9])=[CH:4][CH:3]=1.[F:12][C:13]1[CH:18]=[CH:17][C:16](B(O)O)=[C:15]([CH3:22])[CH:14]=1.C([O-])([O-])=O.[Na+].[Na+]. Product: [F:12][C:13]1[CH:18]=[CH:17][C:16]([C:2]2[N:6]([CH3:7])[C:5]([C:8]([O:10][CH3:11])=[O:9])=[CH:4][CH:3]=2)=[C:15]([CH3:22])[CH:14]=1. The catalyst class is: 108. (3) Reactant: [NH2:1][CH2:2][C:3]1[CH:21]=[CH:20][C:6]([CH2:7][N:8]([CH3:19])[CH2:9][CH2:10][CH2:11][CH2:12][N:13]2[CH2:18][CH2:17][CH2:16][CH2:15][CH2:14]2)=[CH:5][CH:4]=1.[NH:22]1[CH:26]=[CH:25][N:24]=[C:23]1[CH:27]=O.C(OC)(OC)OC.[BH4-].[Na+]. Product: [NH:22]1[CH:26]=[CH:25][N:24]=[C:23]1[CH2:27][NH:1][CH2:2][C:3]1[CH:4]=[CH:5][C:6]([CH2:7][N:8]([CH3:19])[CH2:9][CH2:10][CH2:11][CH2:12][N:13]2[CH2:18][CH2:17][CH2:16][CH2:15][CH2:14]2)=[CH:20][CH:21]=1. The catalyst class is: 5. (4) Reactant: [N:1]12[CH2:8][CH2:7][CH:4]([CH2:5][CH2:6]1)[C@@H:3]([O:9][C:10]1[CH:15]=[CH:14][C:13]([C:16]3[CH:17]=[C:18]4[C:22](=[CH:23][CH:24]=3)[NH:21][CH:20]=[CH:19]4)=[CH:12][CH:11]=1)[CH2:2]2.[C:25]([OH:32])(=[O:31])/[CH:26]=[CH:27]/[C:28]([OH:30])=[O:29]. Product: [C:25]([OH:32])(=[O:31])/[CH:26]=[CH:27]/[C:28]([OH:30])=[O:29].[N:1]12[CH2:8][CH2:7][CH:4]([CH2:5][CH2:6]1)[C@@H:3]([O:9][C:10]1[CH:11]=[CH:12][C:13]([C:16]3[CH:17]=[C:18]4[C:22](=[CH:23][CH:24]=3)[NH:21][CH:20]=[CH:19]4)=[CH:14][CH:15]=1)[CH2:2]2. The catalyst class is: 871.